Dataset: Peptide-MHC class I binding affinity with 185,985 pairs from IEDB/IMGT. Task: Regression. Given a peptide amino acid sequence and an MHC pseudo amino acid sequence, predict their binding affinity value. This is MHC class I binding data. (1) The peptide sequence is FLRGEAILQI. The MHC is HLA-A02:01 with pseudo-sequence HLA-A02:01. The binding affinity (normalized) is 0.589. (2) The peptide sequence is SHLENMKSL. The MHC is HLA-A02:02 with pseudo-sequence HLA-A02:02. The binding affinity (normalized) is 0.192. (3) The MHC is HLA-A69:01 with pseudo-sequence HLA-A69:01. The peptide sequence is TTEANAGQF. The binding affinity (normalized) is 0.0847.